This data is from PAMPA (Parallel Artificial Membrane Permeability Assay) permeability data from NCATS. The task is: Regression/Classification. Given a drug SMILES string, predict its absorption, distribution, metabolism, or excretion properties. Task type varies by dataset: regression for continuous measurements (e.g., permeability, clearance, half-life) or binary classification for categorical outcomes (e.g., BBB penetration, CYP inhibition). Dataset: pampa_ncats. The molecule is CC1=C(C=C(C=C1)C2=NC3=CC=CC=C3C(=C2)C(=O)NC4=CC=C(C=C4)C5=NNN=N5)C. The result is 0 (low-to-moderate permeability).